The task is: Predict the reactants needed to synthesize the given product.. This data is from Full USPTO retrosynthesis dataset with 1.9M reactions from patents (1976-2016). Given the product [Br:1][C:2]1[CH:3]=[C:4]2[C:9](=[CH:10][CH:11]=1)[C:8](=[O:12])[NH:7][CH:6]=[C:5]2[SH:13], predict the reactants needed to synthesize it. The reactants are: [Br:1][C:2]1[CH:3]=[C:4]2[C:9](=[CH:10][CH:11]=1)[C:8](=[O:12])[NH:7][CH:6]=[C:5]2[S:13](Cl)(=O)=O.C1(P(C2C=CC=CC=2)C2C=CC=CC=2)C=CC=CC=1.O.Cl.